The task is: Regression/Classification. Given a drug SMILES string, predict its absorption, distribution, metabolism, or excretion properties. Task type varies by dataset: regression for continuous measurements (e.g., permeability, clearance, half-life) or binary classification for categorical outcomes (e.g., BBB penetration, CYP inhibition). Dataset: cyp2d6_veith.. This data is from CYP2D6 inhibition data for predicting drug metabolism from PubChem BioAssay. The compound is O=S(=O)(c1ccccc1)N1CCC2(CCCN(c3ncccn3)C2)CC1. The result is 1 (inhibitor).